Dataset: Full USPTO retrosynthesis dataset with 1.9M reactions from patents (1976-2016). Task: Predict the reactants needed to synthesize the given product. (1) The reactants are: [F:1][C:2]([F:13])([F:12])[C:3]1[CH:8]=[CH:7][C:6]([C:9](=[O:11])[CH3:10])=[CH:5][CH:4]=1.[H-].[Na+].[C:16](=O)([O:20]CC)[O:17][CH2:18][CH3:19].Cl. Given the product [O:11]=[C:9]([C:6]1[CH:5]=[CH:4][C:3]([C:2]([F:12])([F:13])[F:1])=[CH:8][CH:7]=1)[CH2:10][C:16]([O:17][CH2:18][CH3:19])=[O:20], predict the reactants needed to synthesize it. (2) Given the product [NH2:8][CH:9]([CH3:31])[CH:10]([N:12]1[C:16]2=[N:17][C:18]([C:21]([O:23][CH2:24][CH3:25])=[O:22])=[CH:19][CH:20]=[C:15]2[CH:14]=[C:13]1[C:26]([O:28][CH2:29][CH3:30])=[O:27])[CH3:11], predict the reactants needed to synthesize it. The reactants are: C(OC([NH:8][CH:9]([CH3:31])[CH:10]([N:12]1[C:16]2=[N:17][C:18]([C:21]([O:23][CH2:24][CH3:25])=[O:22])=[CH:19][CH:20]=[C:15]2[CH:14]=[C:13]1[C:26]([O:28][CH2:29][CH3:30])=[O:27])[CH3:11])=O)(C)(C)C.C(O)(C(F)(F)F)=O. (3) Given the product [Br:20][C:9]1[C:8](=[O:19])[N:7]([C:1]2[CH:2]=[CH:3][CH:4]=[CH:5][CH:6]=2)[CH:12]=[C:11]([C:13]2[CH:18]=[CH:17][CH:16]=[CH:15][N:14]=2)[CH:10]=1, predict the reactants needed to synthesize it. The reactants are: [C:1]1([N:7]2[CH:12]=[C:11]([C:13]3[CH:18]=[CH:17][CH:16]=[CH:15][N:14]=3)[CH:10]=[CH:9][C:8]2=[O:19])[CH:6]=[CH:5][CH:4]=[CH:3][CH:2]=1.[Br:20]N1C(=O)CCC1=O.CN(C)C=O. (4) Given the product [CH2:1]([O:3][C:4]([C:6]1([C:9]2[CH:10]=[CH:11][C:12]([C:15]3[CH:16]=[CH:17][C:18]([C:21]4[O:25][N:24]=[C:23]([CH3:26])[C:22]=4[CH2:27][CH2:28][C:29](=[O:30])[NH:35][CH:32]4[CH2:34][CH2:33]4)=[CH:19][CH:20]=3)=[CH:13][CH:14]=2)[CH2:8][CH2:7]1)=[O:5])[CH3:2], predict the reactants needed to synthesize it. The reactants are: [CH2:1]([O:3][C:4]([C:6]1([C:9]2[CH:14]=[CH:13][C:12]([C:15]3[CH:20]=[CH:19][C:18]([C:21]4[O:25][N:24]=[C:23]([CH3:26])[C:22]=4[CH2:27][CH2:28][C:29](O)=[O:30])=[CH:17][CH:16]=3)=[CH:11][CH:10]=2)[CH2:8][CH2:7]1)=[O:5])[CH3:2].[CH:32]1([NH2:35])[CH2:34][CH2:33]1. (5) Given the product [C:1]([C:5]1[N:9]([CH2:10][CH2:11][C:12]2[CH:17]=[CH:16][C:15]([F:18])=[CH:14][CH:13]=2)[C:8]([CH3:19])=[C:7]([C:20]([O:22][CH2:23][CH3:24])=[O:21])[C:6]=1[CH2:25][OH:26])([CH3:3])([CH3:2])[CH3:4], predict the reactants needed to synthesize it. The reactants are: [C:1]([C:5]1[N:9]([CH2:10][CH2:11][C:12]2[CH:17]=[CH:16][C:15]([F:18])=[CH:14][CH:13]=2)[C:8]([CH3:19])=[C:7]([C:20]([O:22][CH2:23][CH3:24])=[O:21])[C:6]=1[CH:25]=[O:26])([CH3:4])([CH3:3])[CH3:2].[BH4-].[Na+]. (6) Given the product [CH3:1][O:2][C:3]([C:5]1[N:6]=[CH:7][C:8]([NH:11][C:12]([O:14][C:15]([CH3:18])([CH3:17])[CH3:16])=[O:13])=[CH:9][N:10]=1)=[O:4], predict the reactants needed to synthesize it. The reactants are: [CH3:1][O:2][C:3]([C:5]1[N:10]=[CH:9][C:8]([NH2:11])=[CH:7][N:6]=1)=[O:4].[C:12](O[C:12]([O:14][C:15]([CH3:18])([CH3:17])[CH3:16])=[O:13])([O:14][C:15]([CH3:18])([CH3:17])[CH3:16])=[O:13]. (7) Given the product [ClH:12].[CH3:14][O:8][C:7]([C:2]1([NH2:1])[CH2:6][CH2:5][CH2:4][CH2:3]1)=[O:9], predict the reactants needed to synthesize it. The reactants are: [NH2:1][C:2]1([C:7]([OH:9])=[O:8])[CH2:6][CH2:5][CH2:4][CH2:3]1.S(Cl)([Cl:12])=O.[CH3:14]O. (8) Given the product [OH:44][C@H:15]([CH2:14][O:13][C:12]1[CH:45]=[CH:46][C:9]([OH:8])=[CH:10][CH:11]=1)[CH2:16][NH:17][CH2:18][CH2:19][C:20]1[CH:21]=[CH:22][C:23]([O:24][CH:25]2[CH2:26][CH2:27][N:28]([C:31]([NH:33][CH2:34][CH2:35][CH2:36][CH2:37][CH2:38][CH2:39][CH2:40][CH3:41])=[O:32])[CH2:29][CH2:30]2)=[CH:42][CH:43]=1, predict the reactants needed to synthesize it. The reactants are: C([O:8][C:9]1[CH:46]=[CH:45][C:12]([O:13][CH2:14][C@@H:15]([OH:44])[CH2:16][NH:17][CH2:18][CH2:19][C:20]2[CH:43]=[CH:42][C:23]([O:24][CH:25]3[CH2:30][CH2:29][N:28]([C:31]([NH:33][CH2:34][CH2:35][CH2:36][CH2:37][CH2:38][CH2:39][CH2:40][CH3:41])=[O:32])[CH2:27][CH2:26]3)=[CH:22][CH:21]=2)=[CH:11][CH:10]=1)C1C=CC=CC=1. (9) Given the product [NH2:54][C:55]1[CH:60]=[CH:59][CH:58]=[CH:57][C:56]=1[NH:61][C:62](=[O:74])[C:63]1[CH:68]=[CH:67][C:66]([NH:69][CH2:70][CH2:71][CH2:72][NH:73][C:38]([C:39]2[C:40]([CH3:41])=[C:52]([CH:53]=[N:13][N:12]=[C:5]3[C:4]4[C:75](=[CH:9][CH:10]=[C:2]([F:1])[CH:3]=4)[NH:76][C:78]3=[O:79])[NH:49][C:50]=2[CH3:51])=[O:37])=[N:65][CH:64]=1, predict the reactants needed to synthesize it. The reactants are: [F:1][C:2]1[CH:3]=[C:4]2C(=[CH:9][CH:10]=1)NC(=O)[C:5]2=[N:12][N:13]=CC1(C)CC(C)(C(O)=O)CN1.Cl.C(N=C=NCCCN(C)C)C.[OH:37][C:38]1C2N=NNC=2[CH:41]=[CH:40][CH:39]=1.C([N:49]([CH2:52][CH3:53])[CH2:50][CH3:51])C.[NH2:54][C:55]1[CH:60]=[CH:59][CH:58]=[CH:57][C:56]=1[NH:61][C:62](=[O:74])[C:63]1[CH:68]=[CH:67][C:66]([NH:69][CH2:70][CH2:71][CH2:72][NH2:73])=[N:65][CH:64]=1.[CH3:75][N:76]([CH:78]=[O:79])C.